From a dataset of Forward reaction prediction with 1.9M reactions from USPTO patents (1976-2016). Predict the product of the given reaction. (1) The product is: [CH3:13][C:14]([CH2:20][CH2:21][CH2:22][CH:23]([CH3:35])[CH2:24][CH2:25][CH2:26][CH:27]([CH3:34])[CH2:28][CH2:29][CH2:30][CH:31]([CH3:33])[CH3:32])=[CH:15][C:16]([O:4][C:3]1[C:2]([O:8][C@H:7]([C@H:9]([CH2:11][OH:12])[OH:10])[C:5]=1[OH:6])=[O:1])=[O:17]. Given the reactants [O:1]=[C:2]1[O:8][C@H:7]([C@H:9]([CH2:11][OH:12])[OH:10])[C:5]([OH:6])=[C:3]1[OH:4].[CH3:13][C:14]([CH2:20][CH2:21][CH2:22][CH:23]([CH3:35])[CH2:24][CH2:25][CH2:26][CH:27]([CH3:34])[CH2:28][CH2:29][CH2:30][CH:31]([CH3:33])[CH3:32])=[CH:15][C:16](OC)=[O:17].O, predict the reaction product. (2) Given the reactants C(=O)C.C(N[C:8]([C:10]1[N:11]=[C:12]2[C:18]([C:19](=[O:24])[C:20]([CH3:23])([CH3:22])[CH3:21])=[CH:17][NH:16][C:13]2=[N:14][CH:15]=1)=[O:9])(C)C.[CH:25](N)([CH3:27])[CH3:26].C(C1N=C2C(C(=O)C(C)(C)C)=CNC2=NC=1)(=O)C.CC(OI1(OC(C)=O)(OC(C)=O)OC(=O)C2C=CC=CC1=2)=O, predict the reaction product. The product is: [OH:9][CH:8]([C:10]1[N:11]=[C:12]2[C:18]([C:19](=[O:24])[C:20]([CH3:21])([CH3:22])[CH3:23])=[CH:17][NH:16][C:13]2=[N:14][CH:15]=1)[CH:25]([CH3:27])[CH3:26]. (3) Given the reactants [CH3:1][O:2][C:3]([C:5]1[CH:6]([C:18]2[CH:23]=[CH:22][C:21]([F:24])=[CH:20][C:19]=2[Cl:25])[N:7]=[C:8]([C:13]2[S:14][CH:15]=[CH:16][N:17]=2)[NH:9][C:10]=1[CH2:11]Br)=[O:4].[F:26][C:27]1([F:35])[CH2:31][NH:30][C@H:29]([C:32]([OH:34])=[O:33])[CH2:28]1.CCN(C(C)C)C(C)C, predict the reaction product. The product is: [CH3:1][O:2][C:3]([C:5]1[CH:6]([C:18]2[CH:23]=[CH:22][C:21]([F:24])=[CH:20][C:19]=2[Cl:25])[N:7]=[C:8]([C:13]2[S:14][CH:15]=[CH:16][N:17]=2)[NH:9][C:10]=1[CH2:11][N:30]1[CH2:31][C:27]([F:35])([F:26])[CH2:28][C@H:29]1[C:32]([OH:34])=[O:33])=[O:4]. (4) Given the reactants [CH3:1][C:2]1([CH3:22])[NH:11][C:10](=[O:12])[C:9]2[S:8][C:7]3[CH:13]=[C:14]([O:17][C:18]([F:21])([F:20])[F:19])[CH:15]=[CH:16][C:6]=3[NH:5][C:4]=2[CH2:3]1.P([O-])([O-])([O-])=[O:24], predict the reaction product. The product is: [CH3:1][C:2]1([CH3:22])[NH:11][C:10](=[O:12])[C:9]2[S:8][C:7]3[CH:13]=[C:14]([O:17][C:18]([F:21])([F:19])[F:20])[CH:15]=[CH:16][C:6]=3[NH:5][C:4]=2[C:3]1=[O:24]. (5) Given the reactants Br[C:2]1[CH:3]=[C:4]2[C:8](=[CH:9][CH:10]=1)[N:7]([CH2:11][O:12][CH2:13][CH2:14][Si:15]([CH3:18])([CH3:17])[CH3:16])[N:6]=[CH:5]2.C(=O)([O-])[O-].[Cs+].[Cs+].C(#N)CC.[C:29]([Si:31]([CH3:34])([CH3:33])[CH3:32])#[CH:30], predict the reaction product. The product is: [CH3:16][Si:15]([CH3:18])([CH3:17])[CH2:14][CH2:13][O:12][CH2:11][N:7]1[C:8]2[C:4](=[CH:3][C:2]([C:30]#[C:29][Si:31]([CH3:34])([CH3:33])[CH3:32])=[CH:10][CH:9]=2)[CH:5]=[N:6]1. (6) Given the reactants [NH:1]1[CH:5]=[CH:4][N:3]=[C:2]1[CH:6]([NH:18][C:19]([N:21]1[CH2:26][CH2:25][CH:24]([N:27]2[CH2:36][C:35]3[C:30](=[CH:31][CH:32]=[CH:33][CH:34]=3)[NH:29][C:28]2=[O:37])[CH2:23][CH2:22]1)=[O:20])[CH2:7][C:8]1[CH:9]=[C:10]2[C:14](=[C:15]([CH3:17])[CH:16]=1)[NH:13][N:12]=[CH:11]2.[CH2:38](Br)[C:39]1[CH:44]=[CH:43][CH:42]=[CH:41][CH:40]=1, predict the reaction product. The product is: [CH2:38]([N:3]1[CH:4]=[CH:5][N:1]=[C:2]1[CH:6]([NH:18][C:19]([N:21]1[CH2:26][CH2:25][CH:24]([N:27]2[CH2:36][C:35]3[C:30](=[CH:31][CH:32]=[CH:33][CH:34]=3)[NH:29][C:28]2=[O:37])[CH2:23][CH2:22]1)=[O:20])[CH2:7][C:8]1[CH:9]=[C:10]2[C:14](=[C:15]([CH3:17])[CH:16]=1)[NH:13][N:12]=[CH:11]2)[C:39]1[CH:44]=[CH:43][CH:42]=[CH:41][CH:40]=1.